Dataset: Forward reaction prediction with 1.9M reactions from USPTO patents (1976-2016). Task: Predict the product of the given reaction. Given the reactants [F:1][C:2]1[N:7]=[C:6]([NH2:8])[CH:5]=[CH:4][C:3]=1[CH2:9][C:10]1[C:18]2[C:13](=[N:14][CH:15]=[C:16]([CH3:19])[CH:17]=2)[NH:12][CH:11]=1.[CH3:20][NH:21][C:22]1[N:27]=[CH:26][C:25]([CH:28]=O)=[CH:24][N:23]=1.C(O)(=O)C.C([BH3-])#N, predict the reaction product. The product is: [F:1][C:2]1[N:7]=[C:6]([NH:8][CH2:28][C:25]2[CH:24]=[N:23][C:22]([NH:21][CH3:20])=[N:27][CH:26]=2)[CH:5]=[CH:4][C:3]=1[CH2:9][C:10]1[C:18]2[C:13](=[N:14][CH:15]=[C:16]([CH3:19])[CH:17]=2)[NH:12][CH:11]=1.